This data is from Full USPTO retrosynthesis dataset with 1.9M reactions from patents (1976-2016). The task is: Predict the reactants needed to synthesize the given product. (1) Given the product [F:20][C:21]1[N:26]=[C:25]([CH2:27][O:28][C:2]2[CH:11]=[C:10]([C:12]3[CH:13]=[CH:14][C:15]([C:18]#[N:19])=[N:16][CH:17]=3)[C:9]3[CH2:8][CH2:7][CH2:6][CH2:5][C:4]=3[N:3]=2)[CH:24]=[CH:23][CH:22]=1, predict the reactants needed to synthesize it. The reactants are: Cl[C:2]1[CH:11]=[C:10]([C:12]2[CH:13]=[CH:14][C:15]([C:18]#[N:19])=[N:16][CH:17]=2)[C:9]2[CH2:8][CH2:7][CH2:6][CH2:5][C:4]=2[N:3]=1.[F:20][C:21]1[N:26]=[C:25]([CH2:27][OH:28])[CH:24]=[CH:23][CH:22]=1.C(=O)([O-])[O-].[Cs+].[Cs+]. (2) Given the product [C:13]([O:17][C:18](=[O:25])[NH:19][CH2:20][CH2:21][CH2:22][CH2:23][NH:24][CH2:11][C:3]1[N:2]([CH3:1])[C:6]2[CH:7]=[CH:8][CH:9]=[CH:10][C:5]=2[N:4]=1)([CH3:16])([CH3:14])[CH3:15], predict the reactants needed to synthesize it. The reactants are: [CH3:1][N:2]1[C:6]2[CH:7]=[CH:8][CH:9]=[CH:10][C:5]=2[N:4]=[C:3]1[CH:11]=O.[C:13]([O:17][C:18](=[O:25])[NH:19][CH2:20][CH2:21][CH2:22][CH2:23][NH2:24])([CH3:16])([CH3:15])[CH3:14].[BH-](OC(C)=O)(OC(C)=O)OC(C)=O.[Na+]. (3) Given the product [CH3:1][CH:2]([CH3:32])[CH2:3][CH2:4][N:5]([CH2:21][C:22]1[CH:23]=[CH:24][C:25]([CH2:26][OH:27])=[CH:30][CH:31]=1)[C:6]1[S:7][CH:8]=[C:9]([C:11]2[CH:12]=[CH:13][C:14]([C:17]([F:20])([F:19])[F:18])=[CH:15][CH:16]=2)[N:10]=1, predict the reactants needed to synthesize it. The reactants are: [CH3:1][CH:2]([CH3:32])[CH2:3][CH2:4][N:5]([CH2:21][C:22]1[CH:31]=[CH:30][C:25]([C:26](OC)=[O:27])=[CH:24][CH:23]=1)[C:6]1[S:7][CH:8]=[C:9]([C:11]2[CH:16]=[CH:15][C:14]([C:17]([F:20])([F:19])[F:18])=[CH:13][CH:12]=2)[N:10]=1.C1(C)C=CC=CC=1.[H-].C([Al+]CC(C)C)C(C)C.O.O.O.O.O.O.O.O.O.O.S([O-])([O-])(=O)=O.[Na+].[Na+]. (4) Given the product [NH2:15][C:3]1[CH:4]=[C:5]([CH:8]([CH3:14])[C:9]([O:11][CH2:12][CH3:13])=[O:10])[CH:6]=[CH:7][C:2]=1[NH2:1], predict the reactants needed to synthesize it. The reactants are: [NH2:1][C:2]1[CH:7]=[CH:6][C:5]([CH:8]([CH3:14])[C:9]([O:11][CH2:12][CH3:13])=[O:10])=[CH:4][C:3]=1[N+:15]([O-])=O. (5) Given the product [CH:1]1([C@@H:7]([NH:9][C:10]([C:12]2[C:21]3[C:16](=[CH:17][CH:18]=[CH:19][CH:20]=3)[N:15]=[C:14]([C:22]3[S:23][CH:24]=[CH:25][CH:26]=3)[C:13]=2[CH2:27][N:28]2[CH2:33][CH2:32][N:31]([CH2:34][C:35](=[O:37])[NH:46][CH2:45][C:44]3[N:40]([CH3:39])[N:41]=[C:42]([CH3:47])[CH:43]=3)[C:30](=[O:38])[CH2:29]2)=[O:11])[CH3:8])[CH2:6][CH2:5][CH2:4][CH2:3][CH2:2]1, predict the reactants needed to synthesize it. The reactants are: [CH:1]1([C@@H:7]([NH:9][C:10]([C:12]2[C:21]3[C:16](=[CH:17][CH:18]=[CH:19][CH:20]=3)[N:15]=[C:14]([C:22]3[S:23][CH:24]=[CH:25][CH:26]=3)[C:13]=2[CH2:27][N:28]2[CH2:33][CH2:32][N:31]([CH2:34][C:35]([OH:37])=O)[C:30](=[O:38])[CH2:29]2)=[O:11])[CH3:8])[CH2:6][CH2:5][CH2:4][CH2:3][CH2:2]1.[CH3:39][N:40]1[C:44]([CH2:45][NH2:46])=[CH:43][C:42]([CH3:47])=[N:41]1. (6) Given the product [Cl:33][C:31]1[CH:30]=[CH:29][C:3]([C:4]([NH:6][CH2:7][C@H:8]2[CH2:12][CH2:11][CH2:10][N:9]2[C:13](=[O:28])[CH2:14][CH2:15][CH2:16][NH:17][C:18](=[O:27])[O:19][CH2:20][C:21]2[CH:26]=[CH:25][CH:24]=[CH:23][CH:22]=2)=[O:5])=[C:2]([NH:44][CH2:43][CH2:42][CH:37]2[CH2:38][CH2:39][CH2:40][CH2:41][O:36]2)[N:32]=1, predict the reactants needed to synthesize it. The reactants are: Cl[C:2]1[N:32]=[C:31]([Cl:33])[CH:30]=[CH:29][C:3]=1[C:4]([NH:6][CH2:7][C@H:8]1[CH2:12][CH2:11][CH2:10][N:9]1[C:13](=[O:28])[CH2:14][CH2:15][CH2:16][NH:17][C:18](=[O:27])[O:19][CH2:20][C:21]1[CH:26]=[CH:25][CH:24]=[CH:23][CH:22]=1)=[O:5].[Cl-].Cl.[O:36]1[CH2:41][CH2:40][CH2:39][CH2:38][CH:37]1[CH2:42][CH2:43][NH2:44].C([O-])([O-])=O.[K+].[K+]. (7) Given the product [CH3:21][C:2]1([CH3:1])[O:6][C@H:5]([CH2:7][O:8][C:9]2[C:10]([CH3:20])=[CH:11][C:12]([C:13]([NH:15][OH:16])=[NH:14])=[CH:17][C:18]=2[O:22][CH3:23])[CH2:4][O:3]1, predict the reactants needed to synthesize it. The reactants are: [CH3:1][C:2]1([CH3:21])[O:6][CH:5]([CH2:7][O:8][C:9]2[C:18](C)=[CH:17][C:12]([C:13]([NH:15][OH:16])=[NH:14])=[CH:11][C:10]=2[CH3:20])[CH2:4][O:3]1.[OH:22][C:23]1C(C)=CC(C#N)=CC=1OC.CC1(C)O[C@H](CO)CO1. (8) Given the product [C:16]([O:13][CH2:12][CH:9]([C:4]1[CH:5]=[CH:6][CH:7]=[CH:8][C:3]=1[C:2]([F:14])([F:15])[F:1])[C:10]#[N:11])(=[O:18])[CH3:17], predict the reactants needed to synthesize it. The reactants are: [F:1][C:2]([F:15])([F:14])[C:3]1[CH:8]=[CH:7][CH:6]=[CH:5][C:4]=1[CH:9]([CH2:12][OH:13])[C:10]#[N:11].[C:16](OCC)(=[O:18])[CH3:17].